Dataset: Reaction yield outcomes from USPTO patents with 853,638 reactions. Task: Predict the reaction yield, written as a fraction of the theoretical maximum amount of product (1.0 means a 100% yield; for example, 0.34 means a 34% yield). (1) The reactants are [Br:1][C:2]1[CH:3]=[C:4]([CH:7]=[CH:8][CH:9]=1)[C:5]#[N:6].[OH2:10]. The catalyst is O1CCOCC1. The product is [Br:1][C:2]1[CH:3]=[C:4]([CH:7]=[CH:8][CH:9]=1)[C:5]([NH2:6])=[O:10]. The yield is 0.800. (2) The reactants are [CH2:1]([CH:3]1[NH:12][C:11]2[C:6](=[CH:7][C:8]([F:13])=[CH:9][CH:10]=2)[NH:5][C:4]1=[O:14])[CH3:2].O1CCOCC1.ClC1C(=O)C(C#N)=C(C#N)C(=O)C=1Cl. The catalyst is C([O-])(O)=O.[Na+].O. The product is [CH2:1]([C:3]1[C:4](=[O:14])[NH:5][C:6]2[C:11]([N:12]=1)=[CH:10][CH:9]=[C:8]([F:13])[CH:7]=2)[CH3:2]. The yield is 0.948. (3) The reactants are Br[C:2]1[C:3]([F:11])=[CH:4][C:5]2[N:9]=[CH:8][NH:7][C:6]=2[CH:10]=1.[CH3:12][N:13]1C(=O)CCC1. The catalyst is C1C=CC([P]([Pd]([P](C2C=CC=CC=2)(C2C=CC=CC=2)C2C=CC=CC=2)([P](C2C=CC=CC=2)(C2C=CC=CC=2)C2C=CC=CC=2)[P](C2C=CC=CC=2)(C2C=CC=CC=2)C2C=CC=CC=2)(C2C=CC=CC=2)C2C=CC=CC=2)=CC=1.[C-]#N.[C-]#N.[Zn+2]. The product is [F:11][C:3]1[C:2]([C:12]#[N:13])=[CH:10][C:6]2[NH:7][CH:8]=[N:9][C:5]=2[CH:4]=1. The yield is 0.935. (4) The reactants are O.O.[Sn](Cl)(Cl)(Cl)Cl.[Cl:8][C:9]1[CH:10]=[N:11][CH:12]=[C:13]([C:15]#[C:16][C:17]2[CH:22]=[CH:21][C:20]([F:23])=[C:19]([N+:24]([O-])=O)[CH:18]=2)[CH:14]=1.C(O)C. The catalyst is O1CCCC1. The product is [Cl:8][C:9]1[CH:14]=[C:13]([C:15]#[C:16][C:17]2[CH:22]=[CH:21][C:20]([F:23])=[C:19]([NH2:24])[CH:18]=2)[CH:12]=[N:11][CH:10]=1. The yield is 0.780. (5) No catalyst specified. The product is [Br:1][C:2]1[CH:3]=[CH:4][C:5]([F:11])=[C:6]([CH2:8][CH2:9][N:26]2[CH2:27][CH2:28][N:23]([C:19]3[CH:18]=[CH:17][CH:16]=[C:15]4[C:20]=3[CH:21]=[CH:22][C:13]([CH3:12])=[N:14]4)[CH2:24][CH2:25]2)[CH:7]=1. The reactants are [Br:1][C:2]1[CH:3]=[CH:4][C:5]([F:11])=[C:6]([CH2:8][CH:9]=O)[CH:7]=1.[CH3:12][C:13]1[CH:22]=[CH:21][C:20]2[C:15](=[CH:16][CH:17]=[CH:18][C:19]=2[N:23]2[CH2:28][CH2:27][NH:26][CH2:25][CH2:24]2)[N:14]=1.C(O[BH-](OC(=O)C)OC(=O)C)(=O)C.[Na+]. The yield is 0.950. (6) The reactants are [Br:1][C:2]1[N:3]=[C:4]([C@@H:12]2[CH2:20][CH2:19][C@@H:18]3[N:14]([C:15](=[O:21])[CH2:16][CH2:17]3)[CH2:13]2)[N:5]2[CH:10]=[CH:9][N:8]=[C:7](Cl)[C:6]=12.[NH3:22]. The catalyst is CC(O)C. The product is [NH2:22][C:7]1[C:6]2[N:5]([C:4]([C@@H:12]3[CH2:20][CH2:19][C@@H:18]4[N:14]([C:15](=[O:21])[CH2:16][CH2:17]4)[CH2:13]3)=[N:3][C:2]=2[Br:1])[CH:10]=[CH:9][N:8]=1. The yield is 0.980. (7) The reactants are [C:1]([CH:3]([CH:8]([CH3:18])[C:9]([C:11]1[CH:16]=[CH:15][CH:14]=[CH:13][C:12]=1[F:17])=O)[C:4]([O:6][CH3:7])=[O:5])#[N:2].C(OCC)(=O)C.[ClH:25].O. The catalyst is C(OCC)(=O)C. The yield is 0.580. The product is [Cl:25][C:1]1[NH:2][C:9]([C:11]2[CH:16]=[CH:15][CH:14]=[CH:13][C:12]=2[F:17])=[C:8]([CH3:18])[C:3]=1[C:4]([O:6][CH3:7])=[O:5]. (8) The reactants are [CH:1]1([C@@H:4]([NH2:6])[CH3:5])[CH2:3][CH2:2]1.[CH:7](=O)[C:8]1[CH:13]=[CH:12][CH:11]=[CH:10][CH:9]=1.[BH-](OC(C)=O)(OC(C)=O)OC(C)=O.[Na+]. The catalyst is CO. The product is [CH2:7]([NH:6][C@H:4]([CH:1]1[CH2:3][CH2:2]1)[CH3:5])[C:8]1[CH:13]=[CH:12][CH:11]=[CH:10][CH:9]=1. The yield is 0.900.